Dataset: Reaction yield outcomes from USPTO patents with 853,638 reactions. Task: Predict the reaction yield, written as a fraction of the theoretical maximum amount of product (1.0 means a 100% yield; for example, 0.34 means a 34% yield). (1) The reactants are [Cl:1][C:2]1[CH:3]=[C:4]([CH:8]([O:13][Si:14]([CH2:19][CH3:20])([CH2:17][CH3:18])[CH2:15][CH3:16])[CH2:9][N+:10]([O-])=O)[CH:5]=[CH:6][CH:7]=1. The catalyst is [Ni].CO. The product is [Cl:1][C:2]1[CH:3]=[C:4]([CH:8]([O:13][Si:14]([CH2:15][CH3:16])([CH2:19][CH3:20])[CH2:17][CH3:18])[CH2:9][NH2:10])[CH:5]=[CH:6][CH:7]=1. The yield is 0.620. (2) The reactants are C([O:3][C:4]([C@@:6]1([NH:11][C:12]([O:14][C:15]([CH3:18])([CH3:17])[CH3:16])=[O:13])[CH2:8][C@H:7]1[CH:9]=[CH2:10])=[O:5])C.[Li+].[OH-]. The catalyst is C1COCC1.CO.O. The product is [C:15]([O:14][C:12]([NH:11][C@:6]1([C:4]([OH:5])=[O:3])[CH2:8][C@H:7]1[CH:9]=[CH2:10])=[O:13])([CH3:18])([CH3:16])[CH3:17]. The yield is 0.870. (3) The reactants are [H-].[Na+].[O:3]=[C:4]([CH2:11][CH2:12][CH3:13])[CH2:5][C:6]([O:8][CH2:9][CH3:10])=[O:7].Br[CH2:15][C:16]1[CH:21]=[CH:20][C:19]([C:22]2[C:23]([C:28]#[N:29])=[CH:24][CH:25]=[CH:26][CH:27]=2)=[C:18]([N+:30]([O-:32])=[O:31])[CH:17]=1.Cl. The catalyst is O1CCCC1. The product is [C:28]([C:23]1[CH:24]=[CH:25][CH:26]=[CH:27][C:22]=1[C:19]1[CH:20]=[CH:21][C:16]([CH2:15][CH:5]([C:4](=[O:3])[CH2:11][CH2:12][CH3:13])[C:6]([O:8][CH2:9][CH3:10])=[O:7])=[CH:17][C:18]=1[N+:30]([O-:32])=[O:31])#[N:29]. The yield is 0.820. (4) The reactants are FC(F)(F)S(O[C:7]1[CH:12]=[CH:11][C:10]([CH2:13][CH2:14][C:15]#[N:16])=[CH:9][C:8]=1[CH2:17][CH:18]([CH3:20])[CH3:19])(=O)=O.[CH2:23]([C:30]1[CH:31]=[C:32](B(O)O)[CH:33]=[CH:34][C:35]=1[O:36][CH3:37])[C:24]1[CH:29]=[CH:28][CH:27]=[CH:26][CH:25]=1.C([O-])([O-])=O.[Na+].[Na+]. The catalyst is COCCOC.CCO.C1C=CC([P]([Pd]([P](C2C=CC=CC=2)(C2C=CC=CC=2)C2C=CC=CC=2)([P](C2C=CC=CC=2)(C2C=CC=CC=2)C2C=CC=CC=2)[P](C2C=CC=CC=2)(C2C=CC=CC=2)C2C=CC=CC=2)(C2C=CC=CC=2)C2C=CC=CC=2)=CC=1. The product is [CH2:23]([C:30]1[CH:31]=[C:32]([C:7]2[CH:12]=[CH:11][C:10]([CH2:13][CH2:14][C:15]#[N:16])=[CH:9][C:8]=2[CH2:17][CH:18]([CH3:20])[CH3:19])[CH:33]=[CH:34][C:35]=1[O:36][CH3:37])[C:24]1[CH:25]=[CH:26][CH:27]=[CH:28][CH:29]=1. The yield is 0.520. (5) The catalyst is [Pd].CCO. The reactants are [C:1]([N:5]([C:9]1[CH:10]=[N:11][O:12][C:13]=1[CH3:14])[CH:6]([CH3:8])[CH3:7])(=[O:4])[CH2:2][CH3:3]. The yield is 0.980. The product is [C:13](/[C:9](/[N:5]([CH:6]([CH3:7])[CH3:8])[C:1](=[O:4])[CH2:2][CH3:3])=[CH:10]\[NH2:11])(=[O:12])[CH3:14]. (6) The reactants are [C:1]([O:5][C:6]([N:8]1[CH2:13][CH2:12][CH:11]([C:14]2[NH:15][CH:16]=[C:17]([C:19]3[CH:24]=[CH:23][C:22]([F:25])=[C:21]([C:26]([F:29])([F:28])[F:27])[CH:20]=3)[N:18]=2)[CH2:10][CH2:9]1)=[O:7])([CH3:4])([CH3:3])[CH3:2].[OH-].[K+].[CH3:32]I. The catalyst is CS(C)=O. The product is [C:1]([O:5][C:6]([N:8]1[CH2:13][CH2:12][CH:11]([C:14]2[N:15]([CH3:32])[CH:16]=[C:17]([C:19]3[CH:24]=[CH:23][C:22]([F:25])=[C:21]([C:26]([F:27])([F:28])[F:29])[CH:20]=3)[N:18]=2)[CH2:10][CH2:9]1)=[O:7])([CH3:4])([CH3:2])[CH3:3]. The yield is 0.525.